Predict the reactants needed to synthesize the given product. From a dataset of Full USPTO retrosynthesis dataset with 1.9M reactions from patents (1976-2016). (1) Given the product [CH:7]1([NH:4][C:26]([C:25]2[C:19]3[CH:18]=[C:17]([C:15]4[C:14]([Cl:29])=[CH:13][N:12]=[C:11]([Cl:10])[N:16]=4)[S:21][C:20]=3[CH:22]=[CH:23][CH:24]=2)=[O:28])[CH2:9][CH2:8]1, predict the reactants needed to synthesize it. The reactants are: C([N:4]([CH:7]([CH3:9])[CH3:8])CC)(C)C.[Cl:10][C:11]1[N:16]=[C:15]([C:17]2[S:21][C:20]3[CH:22]=[CH:23][CH:24]=[C:25]([C:26]([OH:28])=O)[C:19]=3[CH:18]=2)[C:14]([Cl:29])=[CH:13][N:12]=1.C1(N)CC1.F[P-](F)(F)(F)(F)F.N1(O[P+](N(C)C)(N(C)C)N(C)C)C2C=CC=CC=2N=N1. (2) Given the product [CH:22]1([CH2:28][C:29]2[N:30]([C:34]([O:36][C:37]([CH3:40])([CH3:39])[CH3:38])=[O:35])[C:31]([C:42]([O:44][CH3:45])=[O:43])=[CH:32][CH:33]=2)[CH2:23][CH2:24][CH2:25][CH2:26][CH2:27]1, predict the reactants needed to synthesize it. The reactants are: [Li]CCCC.CCCCCC.CC1(C)CCCC(C)(C)N1.[CH:22]1([CH2:28][C:29]2[N:30]([C:34]([O:36][C:37]([CH3:40])([CH3:39])[CH3:38])=[O:35])[CH:31]=[CH:32][CH:33]=2)[CH2:27][CH2:26][CH2:25][CH2:24][CH2:23]1.Cl[C:42]([O:44][CH3:45])=[O:43].[NH4+].[Cl-]. (3) The reactants are: [CH2:1]([NH:3][C:4]1[C:5]([NH2:14])=[CH:6][C:7]([C:10]([F:13])([F:12])[F:11])=[CH:8][CH:9]=1)[CH3:2].Cl.[C:16](Cl)(=O)[C:17]1[CH:22]=[CH:21][N:20]=[CH:19][CH:18]=1.N1C=CC=CC=1.CCN=C=NCCCN(C)C. Given the product [CH2:1]([N:3]1[C:4]2[CH:9]=[CH:8][C:7]([C:10]([F:11])([F:13])[F:12])=[CH:6][C:5]=2[N:14]=[C:16]1[C:17]1[CH:22]=[CH:21][N:20]=[CH:19][CH:18]=1)[CH3:2], predict the reactants needed to synthesize it. (4) Given the product [CH3:30][C:29]([CH3:31])=[CH:28][CH2:27][C:9]1[C:10]([O:11][CH:12]2[CH2:17][CH2:16][CH2:15][CH2:14][O:13]2)=[CH:18][CH:19]=[CH:20][C:8]=1[O:7][CH:2]1[CH2:3][CH2:4][CH2:5][CH2:6][O:1]1, predict the reactants needed to synthesize it. The reactants are: [O:1]1[CH2:6][CH2:5][CH2:4][CH2:3][CH:2]1[O:7][C:8]1[CH:9]=[C:10]([CH:18]=[CH:19][CH:20]=1)[O:11][CH:12]1[CH2:17][CH2:16][CH2:15][CH2:14][O:13]1.[Li]CCCC.Br[CH2:27][CH:28]=[C:29]([CH3:31])[CH3:30].